Dataset: Peptide-MHC class I binding affinity with 185,985 pairs from IEDB/IMGT. Task: Regression. Given a peptide amino acid sequence and an MHC pseudo amino acid sequence, predict their binding affinity value. This is MHC class I binding data. (1) The peptide sequence is KLLKSWVSK. The MHC is HLA-B15:17 with pseudo-sequence HLA-B15:17. The binding affinity (normalized) is 0.0847. (2) The peptide sequence is YTAVVPLVY. The MHC is Patr-A0401 with pseudo-sequence Patr-A0401. The binding affinity (normalized) is 0. (3) The MHC is HLA-A02:16 with pseudo-sequence HLA-A02:16. The binding affinity (normalized) is 0.350. The peptide sequence is PAASAIFDV. (4) The peptide sequence is ECYGYYWL. The MHC is HLA-A02:03 with pseudo-sequence HLA-A02:03. The binding affinity (normalized) is 0.334. (5) The peptide sequence is NSSKVSQNY. The MHC is HLA-A33:01 with pseudo-sequence HLA-A33:01. The binding affinity (normalized) is 0. (6) The peptide sequence is AVFDGCVVY. The MHC is HLA-A30:01 with pseudo-sequence HLA-A30:01. The binding affinity (normalized) is 0.0847. (7) The peptide sequence is APPHGGIAF. The MHC is HLA-B08:02 with pseudo-sequence HLA-B08:02. The binding affinity (normalized) is 0.0847. (8) The MHC is HLA-A26:01 with pseudo-sequence HLA-A26:01. The peptide sequence is GERSRCYSVY. The binding affinity (normalized) is 0. (9) The peptide sequence is YLKKLDDFY. The MHC is HLA-B46:01 with pseudo-sequence HLA-B46:01. The binding affinity (normalized) is 0.0847.